The task is: Predict the reaction yield, written as a fraction of the theoretical maximum amount of product (1.0 means a 100% yield; for example, 0.34 means a 34% yield).. This data is from Reaction yield outcomes from USPTO patents with 853,638 reactions. (1) The reactants are Cl[C:2]1[CH:7]=[CH:6][C:5]([C:8]([NH:10][C:11]2[S:12][C:13]([N:21]3[CH2:26][CH2:25][O:24][CH2:23][CH2:22]3)=[C:14]([C:16]3[O:17][CH:18]=[CH:19][CH:20]=3)[N:15]=2)=[O:9])=[CH:4][N:3]=1.[CH3:27][N:28]1[CH2:33][CH2:32][NH:31][CH2:30][CH2:29]1. The catalyst is O1CCOCC1. The product is [O:17]1[CH:18]=[CH:19][CH:20]=[C:16]1[C:14]1[N:15]=[C:11]([NH:10][C:8]([C:5]2[CH:6]=[CH:7][C:2]([N:31]3[CH2:32][CH2:33][N:28]([CH3:27])[CH2:29][CH2:30]3)=[N:3][CH:4]=2)=[O:9])[S:12][C:13]=1[N:21]1[CH2:26][CH2:25][O:24][CH2:23][CH2:22]1. The yield is 1.00. (2) The yield is 0.390. The reactants are Br[C:2]1[CH:11]=[C:10]2[C:5]([CH:6]=[CH:7][N:8]=[C:9]2Cl)=[CH:4][CH:3]=1.[NH:13]1[C:21]2[C:16](=[CH:17][C:18](B(O)O)=[CH:19][CH:20]=2)[CH:15]=[CH:14]1.C(=O)([O-])[O-].[K+].[K+]. The product is [NH:13]1[C:21]2[C:16](=[CH:17][C:18]([C:9]3[C:10]4[C:5](=[CH:4][CH:3]=[C:2]([C:18]5[CH:17]=[C:16]6[C:21](=[CH:20][CH:19]=5)[NH:13][CH:14]=[CH:15]6)[CH:11]=4)[CH:6]=[CH:7][N:8]=3)=[CH:19][CH:20]=2)[CH:15]=[CH:14]1. The catalyst is CN(C)C=O.